Dataset: Full USPTO retrosynthesis dataset with 1.9M reactions from patents (1976-2016). Task: Predict the reactants needed to synthesize the given product. (1) Given the product [CH:16]([C:2]1[C:3]([CH3:15])=[C:4]([C:8]2[O:9][CH2:10][C:11]([CH3:14])([CH3:13])[N:12]=2)[CH:5]=[CH:6][CH:7]=1)([CH3:20])[CH3:17], predict the reactants needed to synthesize it. The reactants are: Br[C:2]1[C:3]([CH3:15])=[C:4]([C:8]2[O:9][CH2:10][C:11]([CH3:14])([CH3:13])[N:12]=2)[CH:5]=[CH:6][CH:7]=1.[CH2:16]1[CH2:20]OC[CH2:17]1.C([Mg]Cl)(C)C. (2) Given the product [Br:1][C:2]1[CH:3]=[CH:4][C:5]([O:15][CH2:16][C:17]2[CH:22]=[CH:21][C:20]([F:23])=[CH:19][CH:18]=2)=[C:6]([C:8]2[N:37]([C:35]3[CH:34]=[C:30]([CH:29]=[C:28]([NH:27][C:24](=[O:26])[CH3:25])[CH:36]=3)[C:31]([OH:33])=[O:32])[C:11]([CH3:12])=[CH:10][CH:9]=2)[CH:7]=1, predict the reactants needed to synthesize it. The reactants are: [Br:1][C:2]1[CH:3]=[CH:4][C:5]([O:15][CH2:16][C:17]2[CH:22]=[CH:21][C:20]([F:23])=[CH:19][CH:18]=2)=[C:6]([C:8](=O)[CH2:9][CH2:10][C:11](=O)[CH3:12])[CH:7]=1.[C:24]([NH:27][C:28]1[CH:29]=[C:30]([CH:34]=[C:35]([NH2:37])[CH:36]=1)[C:31]([OH:33])=[O:32])(=[O:26])[CH3:25].CC1C=CC(S(O)(=O)=O)=CC=1. (3) Given the product [CH3:37][N:38]1[CH2:43][CH2:42][N:41]([S:24]([C:14]2[CH:15]=[C:16]3[C:6]4([CH2:7][CH2:8][N:4]([C:1](=[O:3])[CH3:2])[CH2:5]4)[CH2:9][NH:10][C:11]3=[CH:12][CH:13]=2)(=[O:27])=[O:25])[CH2:40][CH2:39]1, predict the reactants needed to synthesize it. The reactants are: [C:1]([N:4]1[CH2:8][CH2:7][C:6]2([C:16]3[C:11](=[CH:12][CH:13]=[CH:14][CH:15]=3)[N:10](C(=O)C(F)(F)F)[CH2:9]2)[CH2:5]1)(=[O:3])[CH3:2].Cl[S:24]([OH:27])(=O)=[O:25].C(N(CC)C(C)C)(C)C.[CH3:37][N:38]1[CH2:43][CH2:42][NH:41][CH2:40][CH2:39]1. (4) Given the product [C:16]1([O:15][C:13](=[O:14])[NH:7][OH:8])[CH:21]=[CH:20][CH:19]=[CH:18][CH:17]=1, predict the reactants needed to synthesize it. The reactants are: C([O-])(O)=O.[Na+].Cl.[NH2:7][OH:8].ClCCl.Cl[C:13]([O:15][C:16]1[CH:21]=[CH:20][CH:19]=[CH:18][CH:17]=1)=[O:14]. (5) Given the product [C:1]([C:5]1[CH:10]=[CH:9][C:8]([C:11]2[N:15]([CH2:16][CH2:17][CH2:18][O:19][CH3:20])[C:14]3[CH:21]=[C:22]([O:25][CH2:26][CH2:27][CH2:28][CH2:29][CH2:30][C:31]([NH:40][CH2:39][CH2:38][CH2:37][O:36][CH3:35])=[O:32])[CH:23]=[CH:24][C:13]=3[N:12]=2)=[CH:7][CH:6]=1)([CH3:4])([CH3:2])[CH3:3], predict the reactants needed to synthesize it. The reactants are: [C:1]([C:5]1[CH:10]=[CH:9][C:8]([C:11]2[N:15]([CH2:16][CH2:17][CH2:18][O:19][CH3:20])[C:14]3[CH:21]=[C:22]([O:25][CH2:26][CH2:27][CH2:28][CH2:29][CH2:30][C:31](OC)=[O:32])[CH:23]=[CH:24][C:13]=3[N:12]=2)=[CH:7][CH:6]=1)([CH3:4])([CH3:3])[CH3:2].[CH3:35][O:36][CH2:37][CH2:38][CH2:39][NH2:40]. (6) Given the product [NH2:1][C:2]1[N:3]=[C:4]([NH:19][C:20]2[CH:25]=[CH:24][CH:23]=[CH:22][CH:21]=2)[CH:5]=[C:6]([Cl:8])[N:7]=1, predict the reactants needed to synthesize it. The reactants are: [NH2:1][C:2]1[N:7]=[C:6]([Cl:8])[CH:5]=[C:4](Cl)[N:3]=1.CCN(C(C)C)C(C)C.[NH2:19][C:20]1[CH:25]=[CH:24][CH:23]=[CH:22][CH:21]=1. (7) Given the product [F:10][C:4]1[CH:3]=[C:2]([C:14]2[CH:15]=[C:16]([O:18][CH3:19])[CH:17]=[C:12]([F:11])[CH:13]=2)[CH:8]=[C:7]([F:9])[C:5]=1[NH2:6], predict the reactants needed to synthesize it. The reactants are: Br[C:2]1[CH:8]=[C:7]([F:9])[C:5]([NH2:6])=[C:4]([F:10])[CH:3]=1.[F:11][C:12]1[CH:13]=[C:14](B(O)O)[CH:15]=[C:16]([O:18][CH3:19])[CH:17]=1. (8) Given the product [CH3:37][C:2]1[CH:7]=[CH:6][CH:5]=[CH:4][C:3]=1[NH:8][C:9]1[O:10][C:11]2[CH:17]=[C:16]([CH2:18][C:19]([N:23]([CH2:24][CH2:25][O:26][C:27]3[CH:36]=[CH:35][C:30]([C:31]([O:33][CH3:34])=[O:32])=[CH:29][CH:28]=3)[CH3:22])=[O:21])[CH:15]=[CH:14][C:12]=2[N:13]=1, predict the reactants needed to synthesize it. The reactants are: C[C:2]1[CH:7]=[CH:6][CH:5]=[CH:4][C:3]=1[NH:8][C:9]1[O:10][C:11]2[CH:17]=[C:16]([CH2:18][C:19]([OH:21])=O)[CH:15]=[CH:14][C:12]=2[N:13]=1.[CH3:22][NH:23][CH2:24][CH2:25][O:26][C:27]1[CH:36]=[CH:35][C:30]([C:31]([O:33][CH3:34])=[O:32])=[CH:29][CH:28]=1.[CH3:37]CN=C=NCCCN(C)C.Cl.O. (9) Given the product [ClH:12].[Cl:12][C:11]1[CH:7]=[C:3]([C:4]([NH2:6])=[O:5])[C:1](=[NH:2])[N:29]([CH2:28][C:23]2[CH:24]=[CH:25][CH:26]=[CH:27][C:22]=2[S:19]([CH:17]([CH3:18])[CH3:16])(=[O:21])=[O:20])[CH:10]=1, predict the reactants needed to synthesize it. The reactants are: [C:1]([CH:3]([CH:7]1[C:11]([Cl:12])=[C:10](Cl)C(=O)O1)[C:4]([NH2:6])=[O:5])#[N:2].Cl.[CH3:16][CH:17]([S:19]([C:22]1[CH:27]=[CH:26][CH:25]=[CH:24][C:23]=1[CH2:28][NH2:29])(=[O:21])=[O:20])[CH3:18].C(=O)([O-])[O-].[K+].[K+].[OH-].[Na+].